Dataset: Peptide-MHC class I binding affinity with 185,985 pairs from IEDB/IMGT. Task: Regression. Given a peptide amino acid sequence and an MHC pseudo amino acid sequence, predict their binding affinity value. This is MHC class I binding data. (1) The peptide sequence is LTMVAGAVW. The MHC is HLA-A03:01 with pseudo-sequence HLA-A03:01. The binding affinity (normalized) is 0.213. (2) The peptide sequence is RPAGPPIRL. The MHC is HLA-B07:02 with pseudo-sequence HLA-B07:02. The binding affinity (normalized) is 0.686. (3) The peptide sequence is GTGSGVSSK. The MHC is HLA-A31:01 with pseudo-sequence HLA-A31:01. The binding affinity (normalized) is 0.149. (4) The peptide sequence is AAFQNPWLI. The MHC is H-2-Db with pseudo-sequence H-2-Db. The binding affinity (normalized) is 0.677.